The task is: Predict the reaction yield, written as a fraction of the theoretical maximum amount of product (1.0 means a 100% yield; for example, 0.34 means a 34% yield).. This data is from Reaction yield outcomes from USPTO patents with 853,638 reactions. (1) The reactants are [CH3:1][O:2][C:3](=[O:19])[C:4]1[CH:13]=[C:12]([O:14][CH2:15][CH2:16][CH2:17][CH3:18])[CH:11]=[C:6]([C:7]([O:9]C)=[O:8])[CH:5]=1.[OH-].[Li+].Cl. The catalyst is C1COCC1.CO.O. The product is [CH3:1][O:2][C:3](=[O:19])[C:4]1[CH:13]=[C:12]([O:14][CH2:15][CH2:16][CH2:17][CH3:18])[CH:11]=[C:6]([C:7]([OH:9])=[O:8])[CH:5]=1. The yield is 0.530. (2) The reactants are Cl[C:2]1[N:7]=[C:6]([CH3:8])[N:5]=[C:4]([CH:9]2[CH2:14][CH2:13][CH2:12][N:11]([C:15]([O:17]C(C)(C)C)=O)[CH2:10]2)[CH:3]=1.CC1(C)C(C)(C)OB([C:30]2[C:31]([C:37]([F:40])([F:39])[F:38])=[N:32][C:33]([NH2:36])=[N:34][CH:35]=2)O1.C(=O)([O-])[O-].[K+].[K+].O.Cl.O1CCOCC1.C(O)(=O)[C:57]1[CH:62]=[CH:61][CH:60]=[CH:59][CH:58]=1.CN(C(ON1N=NC2C=CC=CC1=2)=[N+](C)C)C.F[P-](F)(F)(F)(F)F.C(N(CC)CC)C. The catalyst is C(#N)C.CN(C=O)C.C1C=CC(P(C2C=CC=CC=2)[C-]2C=CC=C2)=CC=1.C1C=CC(P(C2C=CC=CC=2)[C-]2C=CC=C2)=CC=1.Cl[Pd]Cl.[Fe+2].CO. The product is [NH2:36][C:33]1[N:32]=[C:31]([C:37]([F:38])([F:39])[F:40])[C:30]([C:2]2[N:7]=[C:6]([CH3:8])[N:5]=[C:4]([CH:9]3[CH2:14][CH2:13][CH2:12][N:11]([C:15]([C:57]4[CH:62]=[CH:61][CH:60]=[CH:59][CH:58]=4)=[O:17])[CH2:10]3)[CH:3]=2)=[CH:35][N:34]=1. The yield is 0.380. (3) The reactants are [Cl:1][C:2]1[N:7]=[C:6]([Cl:8])[N:5]=[C:4](Cl)[N:3]=1.[CH3:10][Mg]Br.CCOCC.O. The catalyst is C(Cl)Cl. The product is [Cl:1][C:2]1[N:7]=[C:6]([Cl:8])[N:5]=[C:4]([CH3:10])[N:3]=1. The yield is 0.890. (4) The reactants are [C:1]([C:3]1[CH:29]=[CH:28][C:6]([C:7]([NH:9][C:10]2[C:15]([CH3:16])=[CH:14][C:13]([C:17]([F:26])([C:22]([F:25])([F:24])[F:23])[C:18]([F:21])([F:20])[F:19])=[CH:12][C:11]=2[CH3:27])=[O:8])=[CH:5][C:4]=1[N+:30]([O-])=O)#[N:2].[Sn](Cl)(Cl)(Cl)Cl.Cl.[OH-].[Na+]. The catalyst is COCCOCCOC. The product is [NH2:30][C:4]1[CH:5]=[C:6]([CH:28]=[CH:29][C:3]=1[C:1]#[N:2])[C:7]([NH:9][C:10]1[C:15]([CH3:16])=[CH:14][C:13]([C:17]([F:26])([C:22]([F:23])([F:24])[F:25])[C:18]([F:19])([F:20])[F:21])=[CH:12][C:11]=1[CH3:27])=[O:8]. The yield is 0.510. (5) The reactants are [NH2:1][C:2]1[CH:11]=[CH:10][C:9]2[NH:8][C:7](=[O:12])[C:6]3[NH:13][CH:14]=[CH:15][C:5]=3[C:4]=2[CH:3]=1.Cl.[CH2:17]([C:19]([OH:21])=[O:20])[CH3:18].[F:22][C:23]1[CH:28]=[CH:27][CH:26]=[CH:25][C:24]=1[S:29](Cl)(=[O:31])=[O:30]. No catalyst specified. The product is [F:22][C:23]1[CH:28]=[CH:27][CH:26]=[CH:25][C:24]=1[S:29]([NH:1][C:2]1[CH:11]=[CH:10][C:9]2[NH:8][C:7](=[O:12])[C:6]3[NH:13][CH:14]=[CH:15][C:5]=3[C:4]=2[CH:3]=1)(=[O:31])=[O:30].[CH2:17]([C:19]([O-:21])=[O:20])[CH3:18]. The yield is 0.450. (6) The reactants are [CH3:1][C:2]1[C:11]2[C:6](=[CH:7][CH:8]=[CH:9][CH:10]=2)[C:5]([N+:12]([O-])=O)=[CH:4][C:3]=1N. The catalyst is C(O)C.[Ni]. The product is [CH3:1][C:2]1[C:11]2[C:6](=[CH:7][CH:8]=[CH:9][CH:10]=2)[C:5]([NH2:12])=[CH:4][CH:3]=1. The yield is 0.750. (7) The reactants are Cl[C:2]1[N:9]=[C:8]([Cl:10])[CH:7]=[CH:6][C:3]=1[CH:4]=[O:5].[CH3:11][NH:12][CH3:13]. No catalyst specified. The product is [Cl:10][C:8]1[CH:7]=[CH:6][C:3]([CH:4]=[O:5])=[C:2]([N:12]([CH3:13])[CH3:11])[N:9]=1. The yield is 0.296. (8) The catalyst is C1COCC1.CCCCC. The yield is 0.430. The reactants are [Cl:1][C:2]1[CH:14]=[CH:13][C:5]([NH:6][C:7](=[O:12])[C:8]([CH3:11])([CH3:10])[CH3:9])=[C:4]([F:15])[CH:3]=1.[Li]C(C)(C)C.[F:21][C:22]([F:29])([F:28])[C:23](OCC)=[O:24]. The product is [CH3:9][C:8]([CH3:11])([CH3:10])[C:7]([NH:6][C:5]1[C:4]([F:15])=[CH:3][C:2]([Cl:1])=[CH:14][C:13]=1[C:23](=[O:24])[C:22]([F:29])([F:28])[F:21])=[O:12].